Dataset: Full USPTO retrosynthesis dataset with 1.9M reactions from patents (1976-2016). Task: Predict the reactants needed to synthesize the given product. (1) Given the product [CH3:27][C:12]1[CH:11]=[CH:10][C:9]([C:6]2[N:5]=[C:4]([CH2:3][NH:2][C:30](=[O:31])[C:29]([F:40])([F:39])[F:28])[O:8][N:7]=2)=[CH:14][C:13]=1[NH:15][C:16]([C:18]1[N:22]2[CH:23]=[CH:24][CH:25]=[CH:26][C:21]2=[N:20][CH:19]=1)=[O:17], predict the reactants needed to synthesize it. The reactants are: Cl.[NH2:2][CH2:3][C:4]1[O:8][N:7]=[C:6]([C:9]2[CH:10]=[CH:11][C:12]([CH3:27])=[C:13]([NH:15][C:16]([C:18]3[N:22]4[CH:23]=[CH:24][CH:25]=[CH:26][C:21]4=[N:20][CH:19]=3)=[O:17])[CH:14]=2)[N:5]=1.[F:28][C:29]([F:40])([F:39])[C:30](O[C:30](=[O:31])[C:29]([F:40])([F:39])[F:28])=[O:31]. (2) Given the product [C:32]([C:36]1[CH:45]=[CH:44][C:39]([C:40]2[N:41]=[C:7]([C:4]3[N:3]=[C:2]([CH3:1])[NH:6][N:5]=3)[O:9][N:43]=2)=[CH:38][CH:37]=1)([CH3:35])([CH3:33])[CH3:34], predict the reactants needed to synthesize it. The reactants are: [CH3:1][C:2]1[NH:6][N:5]=[C:4]([C:7]([OH:9])=O)[N:3]=1.CCN=C=NCCCN(C)C.Cl.C1C=CC2N(O)N=NC=2C=1.[C:32]([C:36]1[CH:45]=[CH:44][C:39]([C:40](=[NH:43])[NH:41]O)=[CH:38][CH:37]=1)([CH3:35])([CH3:34])[CH3:33]. (3) Given the product [Cl:25][C:24]1[C:19]([C:15]2[CH:14]=[C:13]([NH:12][C:8](=[O:11])[CH:9]=[CH2:10])[CH:18]=[CH:17][CH:16]=2)=[N:20][C:21]([NH:26][C:27]2[CH:32]=[CH:31][CH:30]=[C:29]([N:33]3[CH2:38][CH2:37][NH:36][CH2:35][CH2:34]3)[CH:28]=2)=[N:22][CH:23]=1, predict the reactants needed to synthesize it. The reactants are: FC(F)(F)C(O)=O.[C:8]([NH:12][C:13]1[CH:14]=[C:15]([C:19]2[C:24]([Cl:25])=[CH:23][N:22]=[C:21]([NH:26][C:27]3[CH:28]=[C:29]([N:33]4[CH2:38][CH2:37][N:36](C(OC(C)(C)C)=O)[CH2:35][CH2:34]4)[CH:30]=[CH:31][CH:32]=3)[N:20]=2)[CH:16]=[CH:17][CH:18]=1)(=[O:11])[CH:9]=[CH2:10]. (4) Given the product [CH2:33]([N:21]1[CH:22]=[C:23]([C:25]2[CH:30]=[CH:29][C:28]([Cl:31])=[CH:27][C:26]=2[Cl:32])[N:24]=[C:20]1[C@@H:19]([NH:37][C:45](=[O:46])[C:44]1[CH:48]=[CH:49][C:41]([CH2:39][CH3:40])=[CH:42][CH:43]=1)[CH2:18][C:15]1[CH:14]=[CH:13][C:12]([O:11][C:8]2[CH:7]=[CH:6][C:5]([C:4]([OH:3])=[O:38])=[CH:10][CH:9]=2)=[CH:17][CH:16]=1)[CH2:34][CH2:35][CH3:36], predict the reactants needed to synthesize it. The reactants are: Cl.C[O:3][C:4](=[O:38])[C:5]1[CH:10]=[CH:9][C:8]([O:11][C:12]2[CH:17]=[CH:16][C:15]([CH2:18][C@H:19]([NH2:37])[C:20]3[N:21]([CH2:33][CH2:34][CH2:35][CH3:36])[CH:22]=[C:23]([C:25]4[CH:30]=[CH:29][C:28]([Cl:31])=[CH:27][C:26]=4[Cl:32])[N:24]=3)=[CH:14][CH:13]=2)=[CH:7][CH:6]=1.[CH2:39]([C:41]1[CH:49]=[CH:48][C:44]([C:45](O)=[O:46])=[CH:43][CH:42]=1)[CH3:40]. (5) Given the product [Cl:29][C:9]1[C:8]2[N:7]([S:11]([C:14]3[CH:20]=[CH:19][C:17]([CH3:18])=[CH:16][CH:15]=3)(=[O:13])=[O:12])[CH:6]=[CH:5][C:4]=2[C:3]([NH2:21])=[C:2]([CH3:1])[CH:10]=1, predict the reactants needed to synthesize it. The reactants are: [CH3:1][C:2]1[CH:10]=[CH:9][C:8]2[N:7]([S:11]([C:14]3[CH:20]=[CH:19][C:17]([CH3:18])=[CH:16][CH:15]=3)(=[O:13])=[O:12])[CH:6]=[CH:5][C:4]=2[C:3]=1[NH2:21].C1C(=O)N([Cl:29])C(=O)C1. (6) Given the product [ClH:11].[CH3:6][N:7]([CH3:10])[C:8]([N:1]1[CH:5]=[CH:4][CH:3]=[N:2]1)=[NH:9], predict the reactants needed to synthesize it. The reactants are: [NH:1]1[CH:5]=[CH:4][CH:3]=[N:2]1.[CH3:6][N:7]([CH3:10])[C:8]#[N:9].[ClH:11]. (7) Given the product [O:19]=[C:6]([CH2:1][CH2:2][CH2:3][CH2:4][CH3:5])/[CH:10]=[CH:9]/[CH:8]=[O:7], predict the reactants needed to synthesize it. The reactants are: [CH2:1]([C:6]1[O:7][CH:8]=[CH:9][CH:10]=1)[CH2:2][CH2:3][CH2:4][CH3:5].ClC1C=CC=C(C(OO)=[O:19])C=1.C(=O)([O-])[O-].[Na+].[Na+].